This data is from Full USPTO retrosynthesis dataset with 1.9M reactions from patents (1976-2016). The task is: Predict the reactants needed to synthesize the given product. (1) Given the product [CH3:8][N:6]1[CH:7]=[C:2]([B:67]2[O:68][C:69]([CH3:71])([CH3:70])[C:65]([CH3:81])([CH3:64])[O:66]2)[CH:3]=[C:4]([NH:10][C:11]2[CH:16]=[CH:15][C:14]([C:17]([N:19]3[CH2:24][CH2:23][O:22][CH2:21][CH2:20]3)=[O:18])=[CH:13][N:12]=2)[C:5]1=[O:9], predict the reactants needed to synthesize it. The reactants are: Br[C:2]1[CH:3]=[C:4]([NH:10][C:11]2[CH:16]=[CH:15][C:14]([C:17]([N:19]3[CH2:24][CH2:23][O:22][CH2:21][CH2:20]3)=[O:18])=[CH:13][N:12]=2)[C:5](=[O:9])[N:6]([CH3:8])[CH:7]=1.CC(C1C=C(C(C)C)C(C2C=CC=CC=2P(C2CCCCC2)C2CCCCC2)=C(C(C)C)C=1)C.CC([O-])=O.[K+].[CH3:64][C:65]1([CH3:81])[C:69]([CH3:71])([CH3:70])[O:68][B:67]([B:67]2[O:68][C:69]([CH3:71])([CH3:70])[C:65]([CH3:81])([CH3:64])[O:66]2)[O:66]1. (2) The reactants are: [CH3:1][C@@:2]12[C:22]([CH3:24])([CH3:23])[C@@H:5]([C:6]3[C:7](=[O:21])[N:8]([C:11]4[C:20]5[C:15](=[CH:16][CH:17]=[CH:18][CH:19]=5)[CH:14]=[CH:13][CH:12]=4)[NH:9][C:10]=31)[CH2:4][CH2:3]2.I[CH2:26][CH3:27]. Given the product [CH2:26]([N:9]1[C:10]2[C@@:2]3([CH3:1])[C:22]([CH3:24])([CH3:23])[C@H:5]([CH2:4][CH2:3]3)[C:6]=2[C:7](=[O:21])[N:8]1[C:11]1[C:20]2[C:15](=[CH:16][CH:17]=[CH:18][CH:19]=2)[CH:14]=[CH:13][CH:12]=1)[CH3:27], predict the reactants needed to synthesize it. (3) Given the product [C:17]1([N:23]2[CH2:28][CH2:27][N:26]([CH2:14][CH2:13][CH2:12][C:11]3[N:7]([C:1]4[CH:6]=[CH:5][CH:4]=[CH:3][CH:2]=4)[N:8]=[C:9]([CH3:16])[CH:10]=3)[CH2:25][CH2:24]2)[CH:22]=[CH:21][CH:20]=[CH:19][CH:18]=1, predict the reactants needed to synthesize it. The reactants are: [C:1]1([N:7]2[C:11]([CH2:12][CH2:13][CH:14]=O)=[CH:10][C:9]([CH3:16])=[N:8]2)[CH:6]=[CH:5][CH:4]=[CH:3][CH:2]=1.[C:17]1([N:23]2[CH2:28][CH2:27][NH:26][CH2:25][CH2:24]2)[CH:22]=[CH:21][CH:20]=[CH:19][CH:18]=1.CCN(C(C)C)C(C)C.[BH-](OC(C)=O)(OC(C)=O)OC(C)=O.[Na+]. (4) The reactants are: [NH2:1][C:2]1[C:7]([Br:8])=[CH:6][CH:5]=[CH:4][N:3]=1.[C:9]([C:13]1[CH:22]=[CH:21][C:16]([C:17](=O)[CH2:18]Cl)=[CH:15][CH:14]=1)([CH3:12])([CH3:11])[CH3:10].C(=O)(O)[O-].[Na+]. Given the product [Br:8][C:7]1[C:2]2[N:3]([CH:18]=[C:17]([C:16]3[CH:15]=[CH:14][C:13]([C:9]([CH3:12])([CH3:11])[CH3:10])=[CH:22][CH:21]=3)[N:1]=2)[CH:4]=[CH:5][CH:6]=1, predict the reactants needed to synthesize it.